Dataset: Full USPTO retrosynthesis dataset with 1.9M reactions from patents (1976-2016). Task: Predict the reactants needed to synthesize the given product. (1) Given the product [CH3:1][C:2]1[N:6]([CH2:11][C:12]([O:14][CH3:15])=[O:13])[C:5]2[S:7][CH:8]=[CH:9][C:4]=2[CH:3]=1, predict the reactants needed to synthesize it. The reactants are: [CH3:1][C:2]1[NH:6][C:5]2[S:7][CH:8]=[CH:9][C:4]=2[CH:3]=1.Br[CH2:11][C:12]([O:14][CH3:15])=[O:13].C(=O)([O-])[O-].[K+].[K+].[I-].[K+]. (2) Given the product [CH3:3][O:4][C:5]1[CH:6]=[C:7]2[C:12](=[CH:13][CH:14]=1)[CH:11]=[C:10]([C:15]1[O:16][C:17]3[CH:29]=[CH:28][CH:27]=[CH:26][C:18]=3[C:19]=1[CH:20]([OH:25])[CH2:21][CH2:22][CH2:23][CH3:24])[CH:9]=[CH:8]2, predict the reactants needed to synthesize it. The reactants are: [BH4-].[Na+].[CH3:3][O:4][C:5]1[CH:6]=[C:7]2[C:12](=[CH:13][CH:14]=1)[CH:11]=[C:10]([C:15]1[O:16][C:17]3[CH:29]=[CH:28][CH:27]=[CH:26][C:18]=3[C:19]=1[C:20](=[O:25])[CH2:21][CH2:22][CH2:23][CH3:24])[CH:9]=[CH:8]2. (3) Given the product [NH2:19][C:18]1[C:2]([F:1])=[C:3]([CH:15]=[CH:16][CH:17]=1)[C:4]([N:6]1[CH2:10][CH2:9][CH2:8][C@H:7]1[C:11]([O:13][CH3:14])=[O:12])=[O:5], predict the reactants needed to synthesize it. The reactants are: [F:1][C:2]1[C:18]([N+:19]([O-])=O)=[CH:17][CH:16]=[CH:15][C:3]=1[C:4]([N:6]1[CH2:10][CH2:9][CH2:8][C@H:7]1[C:11]([O:13][CH3:14])=[O:12])=[O:5]. (4) Given the product [ClH:21].[NH2:18][CH2:17][C:13]1[CH:14]=[C:15]2[C:10](=[CH:11][CH:12]=1)[C:9](=[O:19])[N:8]([CH:7]1[CH2:6][CH2:5][C:4](=[O:20])[NH:3][C:2]1=[O:1])[CH2:16]2, predict the reactants needed to synthesize it. The reactants are: [O:1]=[C:2]1[CH:7]([N:8]2[CH2:16][C:15]3[C:10](=[CH:11][CH:12]=[C:13]([C:17]#[N:18])[CH:14]=3)[C:9]2=[O:19])[CH2:6][CH2:5][C:4](=[O:20])[NH:3]1.[ClH:21]. (5) Given the product [O:25]=[C:6]1[C:7]2([C:17]3=[CH:18][C:19]4[O:23][CH2:22][O:21][C:20]=4[CH:24]=[C:16]3[O:15][CH2:14]2)[C:8]2[C:13](=[CH:12][CH:11]=[CH:10][CH:9]=2)[N:5]1[CH2:4][C:3](=[N:2][O:1][C:36](=[O:37])[C:35]([CH3:46])([CH3:45])[CH3:34])[NH2:26], predict the reactants needed to synthesize it. The reactants are: [OH:1][N:2]=[C:3]([NH2:26])[CH2:4][N:5]1[C:13]2[C:8](=[CH:9][CH:10]=[CH:11][CH:12]=2)[C:7]2([C:17]3=[CH:18][C:19]4[O:23][CH2:22][O:21][C:20]=4[CH:24]=[C:16]3[O:15][CH2:14]2)[C:6]1=[O:25].C(NC(C)C)(C)C.[CH3:34][C:35]([CH3:46])([CH3:45])[C:36](O[C:36](=[O:37])[C:35]([CH3:46])([CH3:45])[CH3:34])=[O:37]. (6) Given the product [CH2:1]([O:5][C:6]([C:8]1[N:9]=[CH:10][C:11]2[C:16]([C:17]=1[O:18][C:28](=[S:29])[N:27]([CH3:31])[CH3:26])=[CH:15][CH:14]=[C:13]([O:19][C:20]1[CH:25]=[CH:24][CH:23]=[CH:22][CH:21]=1)[CH:12]=2)=[O:7])[CH2:2][CH2:3][CH3:4], predict the reactants needed to synthesize it. The reactants are: [CH2:1]([O:5][C:6]([C:8]1[N:9]=[CH:10][C:11]2[C:16]([C:17]=1[OH:18])=[CH:15][CH:14]=[C:13]([O:19][C:20]1[CH:25]=[CH:24][CH:23]=[CH:22][CH:21]=1)[CH:12]=2)=[O:7])[CH2:2][CH2:3][CH3:4].[CH3:26][N:27]([CH3:31])[C:28](Cl)=[S:29].N12CCN(CC1)CC2.Cl. (7) Given the product [CH:1]([C@H:14]1[O:19][CH2:18][C@@H:17]([NH:20][CH2:26][C:25]2[CH:28]=[CH:29][C:22]([Br:21])=[CH:23][CH:24]=2)[CH2:16][CH2:15]1)([C:8]1[CH:13]=[CH:12][CH:11]=[CH:10][CH:9]=1)[C:2]1[CH:3]=[CH:4][CH:5]=[CH:6][CH:7]=1, predict the reactants needed to synthesize it. The reactants are: [CH:1]([C@H:14]1[O:19][CH2:18][C@@H:17]([NH2:20])[CH2:16][CH2:15]1)([C:8]1[CH:13]=[CH:12][CH:11]=[CH:10][CH:9]=1)[C:2]1[CH:7]=[CH:6][CH:5]=[CH:4][CH:3]=1.[Br:21][C:22]1[CH:29]=[CH:28][C:25]([CH:26]=O)=[CH:24][CH:23]=1.C(O)(=O)C.[BH3-]C#N.[Na+].